This data is from Forward reaction prediction with 1.9M reactions from USPTO patents (1976-2016). The task is: Predict the product of the given reaction. (1) Given the reactants [CH:1]([C:3]1[CH:8]=[CH:7][C:6]([C:9]([O:11][CH3:12])=[O:10])=[CH:5][C:4]=1[C:13]([O:15][CH3:16])=[O:14])=[CH2:2].CC(N=NC(C#N)(C)C)(C#N)C.[C:29]([OH:32])(=[S:31])[CH3:30], predict the reaction product. The product is: [C:29]([S:31][CH2:2][CH2:1][C:3]1[CH:8]=[CH:7][C:6]([C:9]([O:11][CH3:12])=[O:10])=[CH:5][C:4]=1[C:13]([O:15][CH3:16])=[O:14])(=[O:32])[CH3:30]. (2) Given the reactants [Cl:1][C:2]1[C:3]2[CH:10]=[C:9](I)[N:8]([CH2:12][O:13][CH2:14][CH2:15][Si:16]([CH3:19])([CH3:18])[CH3:17])[C:4]=2[N:5]=[CH:6][N:7]=1.C([O-])(O)=O.[Na+].[F:25][CH:26]([F:49])[CH2:27][N:28]1[CH2:33][CH2:32][N:31]([C:34]2[CH:39]=[CH:38][C:37](B3OC(C)(C)C(C)(C)O3)=[CH:36][CH:35]=2)[CH2:30][CH2:29]1, predict the reaction product. The product is: [Cl:1][C:2]1[C:3]2[CH:10]=[C:9]([C:37]3[CH:36]=[CH:35][C:34]([N:31]4[CH2:30][CH2:29][N:28]([CH2:27][CH:26]([F:49])[F:25])[CH2:33][CH2:32]4)=[CH:39][CH:38]=3)[N:8]([CH2:12][O:13][CH2:14][CH2:15][Si:16]([CH3:19])([CH3:18])[CH3:17])[C:4]=2[N:5]=[CH:6][N:7]=1. (3) Given the reactants [Cl:1][C:2]1[CH:3]=[C:4]2[C:8](=[CH:9][CH:10]=1)[NH:7][N:6]=[C:5]2[CH2:11][N:12]1[C:20]([C:21]2[N:25]([CH3:26])[CH:24]=[C:23]([C:27](O)=[O:28])[CH:22]=2)=[C:19]2[C:14]([N:15]([CH2:33][CH:34]3[CH2:36][CH2:35]3)[C:16](=[O:32])[N:17]([CH3:31])[C:18]2=[O:30])=[N:13]1.N.[C:38](P(=O)(OCC)OCC)#[N:39], predict the reaction product. The product is: [Cl:1][C:2]1[CH:3]=[C:4]2[C:8](=[CH:9][CH:10]=1)[NH:7][N:6]=[C:5]2[CH2:11][N:12]1[C:20]([C:21]2[N:25]([CH3:26])[CH:24]=[C:23]([C:27]([NH:39][CH3:38])=[O:28])[CH:22]=2)=[C:19]2[C:14]([N:15]([CH2:33][CH:34]3[CH2:36][CH2:35]3)[C:16](=[O:32])[N:17]([CH3:31])[C:18]2=[O:30])=[N:13]1. (4) Given the reactants [NH2:1][C:2]1[C:10]([C:11]2[S:15][C:14]3[CH:16]=[CH:17][C:18]([NH:20][C:21]([NH:23][C:24]4[CH:29]=[C:28]([CH3:30])[CH:27]=[CH:26][C:25]=4[F:31])=[O:22])=[CH:19][C:13]=3[CH:12]=2)=[CH:9][C:5]([C:6]([OH:8])=O)=[CH:4][N:3]=1.[CH3:32][S@:33]([CH2:36][CH2:37][CH2:38][CH2:39][C:40]([O:42][CH3:43])=[O:41])(=[NH:35])=[O:34], predict the reaction product. The product is: [NH2:1][C:2]1[N:3]=[CH:4][C:5]([C:6]([N:35]=[S:33]([CH2:36][CH2:37][CH2:38][CH2:39][C:40]([O:42][CH3:43])=[O:41])([CH3:32])=[O:34])=[O:8])=[CH:9][C:10]=1[C:11]1[S:15][C:14]2[CH:16]=[CH:17][C:18]([NH:20][C:21]([NH:23][C:24]3[CH:29]=[C:28]([CH3:30])[CH:27]=[CH:26][C:25]=3[F:31])=[O:22])=[CH:19][C:13]=2[CH:12]=1. (5) Given the reactants [CH3:1][C:2]1[CH:7]=[CH:6][N:5]=[CH:4][CH:3]=1.[Li+].CC([N-]C(C)C)C.CON(C)[C:19]([C:21]1[C:30]2[C:25](=[CH:26][CH:27]=[CH:28][CH:29]=2)[CH:24]=[CH:23][CH:22]=1)=[O:20].C(=O)(O)[O-].[Na+], predict the reaction product. The product is: [C:21]1([C:19](=[O:20])[CH2:1][C:2]2[CH:7]=[CH:6][N:5]=[CH:4][CH:3]=2)[C:30]2[C:25](=[CH:26][CH:27]=[CH:28][CH:29]=2)[CH:24]=[CH:23][CH:22]=1. (6) Given the reactants [NH2:1][CH2:2]/[CH:3]=[CH:4]/[C:5]1[CH:13]=[C:12]2[C:8]([CH2:9][C:10](=[O:14])[NH:11]2)=[CH:7][CH:6]=1.[F:15][C:16]1[CH:17]=[C:18]([CH:30]=[CH:31][C:32]=1[F:33])[CH2:19][NH:20][C:21](=[O:29])[C:22]1[CH:27]=[CH:26][CH:25]=[N:24][C:23]=1F.C(=O)([O-])[O-].[Cs+].[Cs+].CS(C)=O, predict the reaction product. The product is: [F:15][C:16]1[CH:17]=[C:18]([CH:30]=[CH:31][C:32]=1[F:33])[CH2:19][NH:20][C:21](=[O:29])[C:22]1[CH:27]=[CH:26][CH:25]=[N:24][C:23]=1[NH:1][CH2:2]/[CH:3]=[CH:4]/[C:5]1[CH:13]=[C:12]2[C:8]([CH2:9][C:10](=[O:14])[NH:11]2)=[CH:7][CH:6]=1. (7) Given the reactants [CH:1]1[C:10]2[C:5](=[C:6]([C:11]3[S:15][C:14]([NH2:16])=[N:13][N:12]=3)[CH:7]=[CH:8][CH:9]=2)[CH:4]=[N:3][N:2]=1.[C:17]([O:21][C:22](O[C:22]([O:21][C:17]([CH3:20])([CH3:19])[CH3:18])=[O:23])=[O:23])([CH3:20])([CH3:19])[CH3:18].CN(C=O)C, predict the reaction product. The product is: [CH:1]1[C:10]2[C:5](=[C:6]([C:11]3[S:15][C:14]([NH:16][C:22](=[O:23])[O:21][C:17]([CH3:20])([CH3:19])[CH3:18])=[N:13][N:12]=3)[CH:7]=[CH:8][CH:9]=2)[CH:4]=[N:3][N:2]=1.